This data is from Forward reaction prediction with 1.9M reactions from USPTO patents (1976-2016). The task is: Predict the product of the given reaction. (1) The product is: [CH:1]([C:4]1[CH:5]=[C:6]([C@@H:10]([NH:15][C:45]([C:41]2[CH:40]=[C:39]3[C:44](=[CH:43][CH:42]=2)[N:36]([CH2:35][C:32]2[CH:31]=[CH:30][C:29]([C:24]4[C:23]([C:21]([OH:22])=[O:20])=[CH:28][CH:27]=[CH:26][CH:25]=4)=[CH:34][CH:33]=2)[C:37]([CH3:49])=[C:38]3[CH3:48])=[O:46])[CH2:11][CH2:12][CH2:13][CH3:14])[CH:7]=[CH:8][CH:9]=1)([CH3:3])[CH3:2]. Given the reactants [CH:1]([C:4]1[CH:5]=[C:6]([C@@H:10]([NH2:15])[CH2:11][CH2:12][CH2:13][CH3:14])[CH:7]=[CH:8][CH:9]=1)([CH3:3])[CH3:2].C([O:20][C:21]([C:23]1[CH:28]=[CH:27][CH:26]=[CH:25][C:24]=1[C:29]1[CH:34]=[CH:33][C:32]([CH2:35][N:36]2[C:44]3[C:39](=[CH:40][C:41]([C:45](O)=[O:46])=[CH:42][CH:43]=3)[C:38]([CH3:48])=[C:37]2[CH3:49])=[CH:31][CH:30]=1)=[O:22])(C)(C)C, predict the reaction product. (2) Given the reactants [C:1]([C:11]1[CH:35]=[CH:34][C:14]([CH2:15][NH:16][CH2:17][C:18]2[CH:19]=[CH:20][C:21]([O:28][CH2:29][C:30]([O:32][CH3:33])=[O:31])=[C:22]([CH:27]=2)[C:23]([O:25][CH3:26])=[O:24])=[CH:13][CH:12]=1)#[C:2][CH2:3][CH2:4][CH2:5][CH2:6][CH2:7][CH2:8][CH2:9][CH3:10].[C:36](Cl)(=[O:38])[CH3:37], predict the reaction product. The product is: [C:36]([N:16]([CH2:17][C:18]1[CH:19]=[CH:20][C:21]([O:28][CH2:29][C:30]([O:32][CH3:33])=[O:31])=[C:22]([CH:27]=1)[C:23]([O:25][CH3:26])=[O:24])[CH2:15][C:14]1[CH:34]=[CH:35][C:11]([C:1]#[C:2][CH2:3][CH2:4][CH2:5][CH2:6][CH2:7][CH2:8][CH2:9][CH3:10])=[CH:12][CH:13]=1)(=[O:38])[CH3:37]. (3) Given the reactants [NH2:1][C:2]1[CH:7]=[CH:6][C:5]([S:8]([NH:11][C:12](=[O:15])[O:13][CH3:14])(=[O:10])=[O:9])=[CH:4][CH:3]=1.C[Al](C)C.[Cl:20][C:21]1[CH:22]=[C:23]2[C:28](=[CH:29][CH:30]=1)[N:27]([C@H:31]1[CH2:35][CH2:34][O:33][C:32]1=[O:36])[CH2:26][CH2:25][CH2:24]2, predict the reaction product. The product is: [Cl:20][C:21]1[CH:22]=[C:23]2[C:28](=[CH:29][CH:30]=1)[N:27]([C@@H:31]([CH2:35][CH2:34][OH:33])[C:32]([NH:1][C:2]1[CH:7]=[CH:6][C:5]([S:8]([NH:11][C:12](=[O:15])[O:13][CH3:14])(=[O:10])=[O:9])=[CH:4][CH:3]=1)=[O:36])[CH2:26][CH2:25][CH2:24]2. (4) Given the reactants COC(=O)CC[S:6]([C:9]1[CH:14]=[C:13]([CH:15]([NH:19][C:20]([C:22]2[CH:23]=[N:24][N:25]([C:28]3[CH:33]=[CH:32][C:31]([Cl:34])=[CH:30][CH:29]=3)[C:26]=2[CH3:27])=[O:21])[CH2:16][CH2:17][CH3:18])[CH:12]=[CH:11][N:10]=1)(=[O:8])=[O:7].C[O-].[Na+].[Na].[NH2:40]OS(O)(=O)=O.C([O-])(=O)C.[Na+], predict the reaction product. The product is: [S:6]([C:9]1[CH:14]=[C:13]([CH:15]([NH:19][C:20]([C:22]2[CH:23]=[N:24][N:25]([C:28]3[CH:33]=[CH:32][C:31]([Cl:34])=[CH:30][CH:29]=3)[C:26]=2[CH3:27])=[O:21])[CH2:16][CH2:17][CH3:18])[CH:12]=[CH:11][N:10]=1)(=[O:8])(=[O:7])[NH2:40]. (5) Given the reactants [OH:1][C:2]1[CH:3]=[N:4][CH:5]=[CH:6][CH:7]=1.[H-].[Na+].[Cl:10][CH2:11][CH2:12][CH2:13]I.O, predict the reaction product. The product is: [Cl:10][CH2:11][CH2:12][CH2:13][O:1][C:2]1[CH:3]=[N:4][CH:5]=[CH:6][CH:7]=1. (6) The product is: [ClH:2].[NH:17]1[CH2:18][CH2:21][CH2:19][C@H:16]1[CH:15]1[C:6]2[N:7]([N:8]=[C:9]3[C:5]=2[CH:4]=[CH:3][CH:11]=[CH:10]3)[CH2:12][CH2:13][O:14]1. Given the reactants [Cl-].[Cl:2][C:3]1[CH:11]=[CH:10][C:9]2[C:5](=[C:6]3[CH:15]([CH2:16][NH2+:17][CH3:18])[O:14][CH2:13][CH2:12][N:7]3[N:8]=2)[CH:4]=1.[CH:19]([C@@H:21]1CCCN1C(OC(C)(C)C)=O)=O, predict the reaction product. (7) Given the reactants [Cl:1][C:2]1[N:7]=[C:6]([C:8]2([C:13]([OH:15])=O)[CH2:12][CH2:11][CH2:10][CH2:9]2)[CH:5]=[CH:4][CH:3]=1.C(N(CC)CC)C.ClC(OCC)=O.[N-:29]=[N+:30]=[N-:31].[Na+], predict the reaction product. The product is: [Cl:1][C:2]1[N:7]=[C:6]([C:8]2([C:13]([N:29]=[N+:30]=[N-:31])=[O:15])[CH2:12][CH2:11][CH2:10][CH2:9]2)[CH:5]=[CH:4][CH:3]=1.